From a dataset of Forward reaction prediction with 1.9M reactions from USPTO patents (1976-2016). Predict the product of the given reaction. (1) Given the reactants Br[C:2](=[CH2:7])[C:3]([O:5][CH3:6])=[O:4].[CH3:8][O:9][C:10]1[CH:19]=[CH:18][C:17]2[C:12](=[C:13](B(O)O)[CH:14]=[CH:15][CH:16]=2)[N:11]=1.[F-].[K+].O, predict the reaction product. The product is: [CH3:8][O:9][C:10]1[CH:19]=[CH:18][C:17]2[C:12](=[C:13]([C:2](=[CH2:7])[C:3]([O:5][CH3:6])=[O:4])[CH:14]=[CH:15][CH:16]=2)[N:11]=1. (2) Given the reactants [CH2:1]([N:8]1[CH2:13][CH2:12][CH:11]([NH:14][CH:15]([CH3:17])[CH3:16])[CH2:10][CH2:9]1)[C:2]1[CH:7]=[CH:6][CH:5]=[CH:4][CH:3]=1.[C:18](O[C:18]([O:20][C:21]([CH3:24])([CH3:23])[CH3:22])=[O:19])([O:20][C:21]([CH3:24])([CH3:23])[CH3:22])=[O:19], predict the reaction product. The product is: [CH2:1]([N:8]1[CH2:13][CH2:12][CH:11]([N:14]([C:18]([O:20][C:21]([CH3:24])([CH3:23])[CH3:22])=[O:19])[CH:15]([CH3:17])[CH3:16])[CH2:10][CH2:9]1)[C:2]1[CH:3]=[CH:4][CH:5]=[CH:6][CH:7]=1. (3) Given the reactants [N:1]1[N:2]=[C:3]([C:19]2[CH:28]=[CH:27][C:22]([C:23]([O:25]C)=[O:24])=[CH:21][CH:20]=2)[N:4]2[C:10]=1[C:9]1[CH:11]=[CH:12][CH:13]=[CH:14][C:8]=1[NH:7][C:6]1[N:15]=[CH:16][CH:17]=[CH:18][C:5]2=1.[OH-].[Li+].O.C(O)(=O)C, predict the reaction product. The product is: [N:1]1[N:2]=[C:3]([C:19]2[CH:28]=[CH:27][C:22]([C:23]([OH:25])=[O:24])=[CH:21][CH:20]=2)[N:4]2[C:10]=1[C:9]1[CH:11]=[CH:12][CH:13]=[CH:14][C:8]=1[NH:7][C:6]1[N:15]=[CH:16][CH:17]=[CH:18][C:5]2=1. (4) Given the reactants [CH2:1]([O:4][C:5]1[C:14]([CH3:15])=[CH:13][C:8]([C:9]([NH:11][NH2:12])=[O:10])=[CH:7][C:6]=1[CH3:16])[CH:2]=[CH2:3].[CH2:17](O[C:19]1[C:20](C)=CC(C(O)=O)=C[C:18]=1[CH3:17])[C:18]1C=CC=[CH:20][CH:19]=1, predict the reaction product. The product is: [CH2:1]([O:4][C:5]1[C:14]([CH3:15])=[CH:13][C:8]([C:9]([NH:11][NH2:12])=[O:10])=[CH:7][C:6]=1[CH3:16])[C:2]1[CH:20]=[CH:19][CH:18]=[CH:17][CH:3]=1.